From a dataset of Catalyst prediction with 721,799 reactions and 888 catalyst types from USPTO. Predict which catalyst facilitates the given reaction. (1) Reactant: [F:1][C:2]1[CH:7]=[CH:6][C:5]([N:8]2[C:12]3([CH2:17][CH2:16][N:15]([CH2:18][CH2:19][CH2:20][N:21]4[C:29]5[C:24](=[CH:25][CH:26]=[CH:27][CH:28]=5)[C:23]5([CH2:31][CH2:30]5)[C:22]4=[O:32])[CH2:14][CH2:13]3)[C:11](=[O:33])[N:10]([CH2:34][C:35]3[CH:36]=[C:37]([CH:45]=[CH:46][CH:47]=3)[C:38]([O:40]C(C)(C)C)=[O:39])[CH2:9]2)=[CH:4][CH:3]=1. Product: [F:1][C:2]1[CH:3]=[CH:4][C:5]([N:8]2[C:12]3([CH2:13][CH2:14][N:15]([CH2:18][CH2:19][CH2:20][N:21]4[C:29]5[C:24](=[CH:25][CH:26]=[CH:27][CH:28]=5)[C:23]5([CH2:30][CH2:31]5)[C:22]4=[O:32])[CH2:16][CH2:17]3)[C:11](=[O:33])[N:10]([CH2:34][C:35]3[CH:36]=[C:37]([CH:45]=[CH:46][CH:47]=3)[C:38]([OH:40])=[O:39])[CH2:9]2)=[CH:6][CH:7]=1. The catalyst class is: 106. (2) The catalyst class is: 26. Reactant: [CH3:1][C:2]1([CH3:16])[C:6]([CH3:8])([CH3:7])[O:5][B:4]([C:9]2[CH:15]=[CH:14][C:12]([NH2:13])=[CH:11][CH:10]=2)[O:3]1.[O:17]1[CH2:22][CH2:21][C:20](=O)[CH2:19][CH2:18]1.[BH-](OC(C)=O)(OC(C)=O)OC(C)=O.[Na+].CC(O)=O. Product: [CH3:8][C:6]1([CH3:7])[C:2]([CH3:16])([CH3:1])[O:3][B:4]([C:9]2[CH:15]=[CH:14][C:12]([NH:13][CH:20]3[CH2:21][CH2:22][O:17][CH2:18][CH2:19]3)=[CH:11][CH:10]=2)[O:5]1. (3) Reactant: [F:1][C@H:2]1[C@@H:7]([O:8][C:9]2[CH:16]=[CH:15][C:14]([C:17]3[N:22]=[C:21]([NH:23][C:24]4[CH:29]=[CH:28][C:27]([N:30]5[CH2:35][CH2:34][N:33]([CH:36]6[CH2:39][O:38][CH2:37]6)[CH2:32][CH2:31]5)=[CH:26][CH:25]=4)[N:20]=[CH:19][N:18]=3)=[CH:13][C:10]=2[C:11]#[N:12])[CH2:6][CH2:5][NH:4][CH2:3]1.[Cl:40][C:41]1[NH:45][N:44]=[CH:43][C:42]=1[C:46](O)=[O:47].CN(C(ON1N=NC2C=CC=NC1=2)=[N+](C)C)C.F[P-](F)(F)(F)(F)F. Product: [Cl:40][C:41]1[NH:45][N:44]=[CH:43][C:42]=1[C:46]([N:4]1[CH2:5][CH2:6][C@H:7]([O:8][C:9]2[CH:16]=[CH:15][C:14]([C:17]3[N:22]=[C:21]([NH:23][C:24]4[CH:29]=[CH:28][C:27]([N:30]5[CH2:31][CH2:32][N:33]([CH:36]6[CH2:39][O:38][CH2:37]6)[CH2:34][CH2:35]5)=[CH:26][CH:25]=4)[N:20]=[CH:19][N:18]=3)=[CH:13][C:10]=2[C:11]#[N:12])[C@H:2]([F:1])[CH2:3]1)=[O:47]. The catalyst class is: 3. (4) The catalyst class is: 20. Reactant: C([N:4]1[C:8]([CH2:9][N:10]([CH3:17])[C:11]2[CH:16]=[CH:15][CH:14]=[CH:13][CH:12]=2)=[CH:7][C:6]([C:18]([O:20]CC)=[O:19])=[N:5]1)(=O)C.[Li+].[OH-].Cl. Product: [CH3:17][N:10]([CH2:9][C:8]1[NH:4][N:5]=[C:6]([C:18]([OH:20])=[O:19])[CH:7]=1)[C:11]1[CH:12]=[CH:13][CH:14]=[CH:15][CH:16]=1.